Task: Predict the reaction yield, written as a fraction of the theoretical maximum amount of product (1.0 means a 100% yield; for example, 0.34 means a 34% yield).. Dataset: Reaction yield outcomes from USPTO patents with 853,638 reactions (1) The reactants are [CH2:1]([O:8][C:9]1[CH:17]=[CH:16][C:12]([C:13](O)=[O:14])=[CH:11][CH:10]=1)[C:2]1[CH:7]=[CH:6][CH:5]=[CH:4][CH:3]=1.C(Cl)(=O)C([Cl:21])=O. The catalyst is ClCCl.CN(C)C=O. The product is [CH2:1]([O:8][C:9]1[CH:17]=[CH:16][C:12]([C:13]([Cl:21])=[O:14])=[CH:11][CH:10]=1)[C:2]1[CH:7]=[CH:6][CH:5]=[CH:4][CH:3]=1. The yield is 1.12. (2) The reactants are C1(P(C2C=CC=CC=2)C2C=CC=CC=2)C=CC=CC=1.BrN1C(=O)CCC1=O.[CH:28]1([CH2:33][CH:34]([C:38]2[CH:43]=[CH:42][C:41]([C:44]([F:47])([F:46])[F:45])=[C:40]([F:48])[CH:39]=2)[C:35]([OH:37])=O)[CH2:32][CH2:31][CH2:30][CH2:29]1.[NH2:49][C:50]1[S:51][CH:52]=[CH:53][N:54]=1. The catalyst is C(Cl)Cl. The product is [CH:28]1([CH2:33][CH:34]([C:38]2[CH:43]=[CH:42][C:41]([C:44]([F:45])([F:47])[F:46])=[C:40]([F:48])[CH:39]=2)[C:35]([NH:49][C:50]2[S:51][CH:52]=[CH:53][N:54]=2)=[O:37])[CH2:29][CH2:30][CH2:31][CH2:32]1. The yield is 0.640. (3) The reactants are [CH3:1][C:2]1[C:10]([C:11]2[CH:12]=[CH:13][C:14]([NH2:17])=[N:15][CH:16]=2)=[CH:9][C:5]2[N:6]=[CH:7][S:8][C:4]=2[CH:3]=1.[F:18][C:19]1[CH:27]=[CH:26][CH:25]=[C:24]([F:28])[C:20]=1[C:21](Cl)=[O:22].CCN(C(C)C)C(C)C.C([O-])(O)=O.[Na+].C(Cl)Cl. The catalyst is C(Cl)Cl. The product is [F:18][C:19]1[CH:27]=[CH:26][CH:25]=[C:24]([F:28])[C:20]=1[C:21]([NH:17][C:14]1[CH:13]=[CH:12][C:11]([C:10]2[C:2]([CH3:1])=[CH:3][C:4]3[S:8][CH:7]=[N:6][C:5]=3[CH:9]=2)=[CH:16][N:15]=1)=[O:22]. The yield is 0.776. (4) The reactants are [Cl-].[Ce+3].[Cl-].[Cl-].[BH4-:5].[Na+].[F:7][C:8]1[CH:13]=[CH:12][C:11]([PH:14](=O)[C:15]2[CH:20]=[CH:19][C:18]([F:21])=[CH:17][CH:16]=2)=[CH:10][CH:9]=1.[H-].[Al+3].[Li+].[H-].[H-].[H-].Cl. The catalyst is C1COCC1.C1(C)C=CC=CC=1.O. The product is [F:21][C:18]1[CH:19]=[CH:20][C:15]([PH:14][C:11]2[CH:12]=[CH:13][C:8]([F:7])=[CH:9][CH:10]=2)=[CH:16][CH:17]=1.[BH3:5]. The yield is 0.204.